Dataset: Peptide-MHC class I binding affinity with 185,985 pairs from IEDB/IMGT. Task: Regression. Given a peptide amino acid sequence and an MHC pseudo amino acid sequence, predict their binding affinity value. This is MHC class I binding data. (1) The peptide sequence is IFEDQLLPFM. The MHC is H-2-Kb with pseudo-sequence H-2-Kb. The binding affinity (normalized) is 0.441. (2) The peptide sequence is DELAAKLVAL. The MHC is Patr-B2401 with pseudo-sequence Patr-B2401. The binding affinity (normalized) is 0.191. (3) The peptide sequence is SILDRIDTR. The MHC is HLA-A33:01 with pseudo-sequence HLA-A33:01. The binding affinity (normalized) is 0.563. (4) The peptide sequence is TFDHTLMSI. The MHC is HLA-B15:01 with pseudo-sequence HLA-B15:01. The binding affinity (normalized) is 0.100. (5) The peptide sequence is GHLAASVTL. The MHC is HLA-B18:01 with pseudo-sequence HLA-B18:01. The binding affinity (normalized) is 0.0847. (6) The peptide sequence is VLDMGDPVK. The MHC is HLA-B18:01 with pseudo-sequence HLA-B18:01. The binding affinity (normalized) is 0.0847. (7) The peptide sequence is HMYRGGNGNT. The MHC is HLA-A02:02 with pseudo-sequence HLA-A02:02. The binding affinity (normalized) is 0.297. (8) The peptide sequence is SVYGDTLEK. The MHC is HLA-A11:02 with pseudo-sequence HLA-A11:01. The binding affinity (normalized) is 0.936. (9) The peptide sequence is KNIPNEPI. The MHC is H-2-Kb with pseudo-sequence H-2-Kb. The binding affinity (normalized) is 0.118. (10) The peptide sequence is LPRRLQLLF. The MHC is HLA-B35:01 with pseudo-sequence HLA-B35:01. The binding affinity (normalized) is 0.898.